Task: Predict which catalyst facilitates the given reaction.. Dataset: Catalyst prediction with 721,799 reactions and 888 catalyst types from USPTO Reactant: [C:1]1([C:7]2[CH:12]=[CH:11][C:10](B3OC(C)(C)C(C)(C)O3)=[CH:9][N:8]=2)[CH:6]=[CH:5][CH:4]=[CH:3][CH:2]=1.[O-]P([O-])([O-])=O.[K+].[K+].[K+].C(Cl)Cl.[Cl:33][C:34]1[CH:39]=[C:38]([N:40]([CH2:49][O:50][CH2:51][CH2:52][Si:53]([CH3:56])([CH3:55])[CH3:54])[CH2:41][O:42][CH2:43][CH2:44][Si:45]([CH3:48])([CH3:47])[CH3:46])[N:37]2[N:57]=[CH:58][C:59](I)=[C:36]2[N:35]=1. Product: [Cl:33][C:34]1[CH:39]=[C:38]([N:40]([CH2:49][O:50][CH2:51][CH2:52][Si:53]([CH3:56])([CH3:55])[CH3:54])[CH2:41][O:42][CH2:43][CH2:44][Si:45]([CH3:48])([CH3:46])[CH3:47])[N:37]2[N:57]=[CH:58][C:59]([C:10]3[CH:9]=[N:8][C:7]([C:1]4[CH:2]=[CH:3][CH:4]=[CH:5][CH:6]=4)=[CH:12][CH:11]=3)=[C:36]2[N:35]=1. The catalyst class is: 117.